Dataset: Peptide-MHC class I binding affinity with 185,985 pairs from IEDB/IMGT. Task: Regression. Given a peptide amino acid sequence and an MHC pseudo amino acid sequence, predict their binding affinity value. This is MHC class I binding data. (1) The peptide sequence is KLYPNVDFY. The MHC is HLA-B58:01 with pseudo-sequence HLA-B58:01. The binding affinity (normalized) is 0.808. (2) The peptide sequence is GPRGRHVVL. The MHC is HLA-A11:01 with pseudo-sequence HLA-A11:01. The binding affinity (normalized) is 0.0847. (3) The peptide sequence is RGYVFQGL. The MHC is HLA-B51:01 with pseudo-sequence HLA-B51:01. The binding affinity (normalized) is 0. (4) The peptide sequence is RPWMLDKYF. The MHC is HLA-A24:03 with pseudo-sequence HLA-A24:03. The binding affinity (normalized) is 0.164. (5) The peptide sequence is FLLALLSCLT. The MHC is HLA-A68:02 with pseudo-sequence HLA-A68:02. The binding affinity (normalized) is 0. (6) The MHC is HLA-A68:02 with pseudo-sequence HLA-A68:02. The peptide sequence is VQLPKRGVRV. The binding affinity (normalized) is 0. (7) The peptide sequence is ISFYADPKRFF. The MHC is H-2-Db with pseudo-sequence H-2-Db. The binding affinity (normalized) is 0. (8) The peptide sequence is TPVEHGLVL. The MHC is HLA-B48:01 with pseudo-sequence HLA-B48:01. The binding affinity (normalized) is 0.0847. (9) The peptide sequence is GRYSVRYVR. The MHC is HLA-B44:02 with pseudo-sequence HLA-B44:02. The binding affinity (normalized) is 0.0847.